Task: Regression/Classification. Given a drug SMILES string, predict its toxicity properties. Task type varies by dataset: regression for continuous values (e.g., LD50, hERG inhibition percentage) or binary classification for toxic/non-toxic outcomes (e.g., AMES mutagenicity, cardiotoxicity, hepatotoxicity). Dataset: clintox.. Dataset: Clinical trial toxicity outcomes and FDA approval status for drugs (1) The result is 0 (passed clinical trial). The molecule is CC(CN1c2ccccc2CCc2ccccc21)C[NH+](C)C. (2) The molecule is O=[N+]([O-])[O-]. The result is 0 (passed clinical trial). (3) The molecule is O=[Zn]. The result is 0 (passed clinical trial). (4) The compound is Nc1nc(=O)c2c([nH]1)NCC(CNc1ccc(C(=O)N[C@@H](CCC(=O)[O-])C(=O)[O-])cc1)N2C=O. The result is 0 (passed clinical trial). (5) The result is 0 (passed clinical trial). The compound is CC#C[C@]1(O)CC[C@H]2[C@@H]3CCC4=CC(=O)CCC4=C3[C@@H](c3ccc(N(C)C)cc3)C[C@@]21C. (6) The molecule is NC(=O)CS(=O)C(c1ccccc1)c1ccccc1. The result is 0 (passed clinical trial). (7) The compound is C[NH+]1CC[C@]23c4c5ccc(O)c4O[C@H]2C(=O)CC[C@H]3[C@H]1C5. The result is 0 (passed clinical trial).